Dataset: Forward reaction prediction with 1.9M reactions from USPTO patents (1976-2016). Task: Predict the product of the given reaction. (1) Given the reactants [CH3:1][C:2]1[C:7]([CH2:8][OH:9])=[CH:6][N:5]=[C:4]([CH3:10])[C:3]=1[OH:11].Cl.I[C:14]1[CH:15]=[C:16]([CH:19]=[CH:20][CH:21]=1)[C:17]#[N:18], predict the reaction product. The product is: [OH:9][CH2:8][C:7]1[C:2]([CH3:1])=[C:3]([O:11][C:14]2[CH:15]=[C:16]([CH:19]=[CH:20][CH:21]=2)[C:17]#[N:18])[C:4]([CH3:10])=[N:5][CH:6]=1. (2) Given the reactants Br[CH2:2][C:3]1[CH:8]=[CH:7][CH:6]=[CH:5][C:4]=1[F:9].[OH:10][C:11]1[CH:15]=[C:14]([N:16]2[C:20]3[CH:21]=[N:22][CH:23]=[CH:24][C:19]=3[N:18]=[CH:17]2)[S:13][C:12]=1[C:25]([O:27][CH3:28])=[O:26].C(=O)([O-])[O-].[K+].[K+], predict the reaction product. The product is: [F:9][C:4]1[CH:5]=[CH:6][CH:7]=[CH:8][C:3]=1[CH2:2][O:10][C:11]1[CH:15]=[C:14]([N:16]2[C:20]3[CH:21]=[N:22][CH:23]=[CH:24][C:19]=3[N:18]=[CH:17]2)[S:13][C:12]=1[C:25]([O:27][CH3:28])=[O:26]. (3) Given the reactants Cl.C(OC([C:12]1[C:20]2[C:15](=[CH:16][CH:17]=[C:18](OC3CCNC3)[CH:19]=2)[NH:14][C:13]=1C)=O)C1C=CC=CC=1.CC(C)=O.C([BH3-])#[N:33].[Na+], predict the reaction product. The product is: [NH:14]1[C:15]2[C:20](=[CH:19][CH:18]=[CH:17][CH:16]=2)[CH:12]=[C:13]1[NH2:33]. (4) The product is: [Cl:1][C:2]1[CH:10]=[CH:9][CH:8]=[C:7]([N+:11]([O-:13])=[O:12])[C:3]=1[C:4]([NH:34][C:33]1[CH:35]=[CH:36][CH:37]=[C:31]([O:30][CH2:29][C:28]([F:27])([F:38])[F:39])[CH:32]=1)=[O:6]. Given the reactants [Cl:1][C:2]1[CH:10]=[CH:9][CH:8]=[C:7]([N+:11]([O-:13])=[O:12])[C:3]=1[C:4]([OH:6])=O.C(Cl)(=O)C(Cl)=O.C(N(CC)CC)C.[F:27][C:28]([F:39])([F:38])[CH2:29][O:30][C:31]1[CH:32]=[C:33]([CH:35]=[CH:36][CH:37]=1)[NH2:34].Cl, predict the reaction product. (5) Given the reactants [CH:1]1([C:4]2[CH:5]=[C:6]([C:32]([O:34]CC)=[O:33])[C:7](=[O:31])[N:8]3[C:13]=2[C:12]([CH3:14])=[C:11]([C:15]2[CH:20]=[CH:19][C:18]([NH:21][CH2:22][CH2:23][O:24]C4CCCCO4)=[CH:17][CH:16]=2)[CH:10]=[CH:9]3)[CH2:3][CH2:2]1.O.C1(C)C=CC(S([O-])(=O)=O)=CC=1.[NH+]1C=CC=CC=1.C(=O)([O-])O.[Na+], predict the reaction product. The product is: [CH:1]1([C:4]2[CH:5]=[C:6]([C:32]([OH:34])=[O:33])[C:7](=[O:31])[N:8]3[C:13]=2[C:12]([CH3:14])=[C:11]([C:15]2[CH:20]=[CH:19][C:18]([NH:21][CH2:22][CH2:23][OH:24])=[CH:17][CH:16]=2)[CH:10]=[CH:9]3)[CH2:2][CH2:3]1. (6) Given the reactants [NH2:1][C@@H:2]([CH2:15][CH:16]1[CH2:21][CH2:20][CH2:19][CH2:18][CH2:17]1)[CH2:3][N:4]([CH3:14])[C:5](=[O:13])[O:6][CH2:7][CH2:8][Si:9]([CH3:12])([CH3:11])[CH3:10].[C:22](=[S:24])=S.[OH-].[Na+].ClC(OCC)=O.Cl[C:34]1[CH:35]=[C:36]([C@:40]([C@@H:48]2[CH2:53][CH2:52][CH2:51][NH:50][CH2:49]2)([OH:47])[CH2:41][CH2:42][CH2:43][CH2:44][O:45][CH3:46])[CH:37]=[CH:38][CH:39]=1, predict the reaction product. The product is: [CH:16]1([CH2:15][C@H:2]([NH:1][C:22]([N:50]2[CH2:51][CH2:52][CH2:53][C@@H:48]([C@:40]([OH:47])([C:36]3[CH:35]=[CH:34][CH:39]=[CH:38][CH:37]=3)[CH2:41][CH2:42][CH2:43][CH2:44][O:45][CH3:46])[CH2:49]2)=[S:24])[CH2:3][N:4]([CH3:14])[C:5]([O:6][CH2:7][CH2:8][Si:9]([CH3:11])([CH3:12])[CH3:10])=[O:13])[CH2:17][CH2:18][CH2:19][CH2:20][CH2:21]1.